From a dataset of Full USPTO retrosynthesis dataset with 1.9M reactions from patents (1976-2016). Predict the reactants needed to synthesize the given product. (1) Given the product [C:1]([O:4][CH:5]1[CH2:13][C:12]2[C:7](=[CH:8][CH:9]=[CH:10][C:11]=2[NH2:14])[CH2:6]1)(=[O:3])[CH3:2], predict the reactants needed to synthesize it. The reactants are: [C:1]([O:4][CH:5]1[CH2:13][C:12]2[C:7](=[CH:8][CH:9]=[CH:10][C:11]=2[N+:14]([O-])=O)[CH2:6]1)(=[O:3])[CH3:2].[Cl-].[NH4+]. (2) Given the product [C:1]([O:5][C:6]([C:8]1[S:12][C:11]2[CH2:13][CH2:14][C:15](=[CH:23][N:24]([CH3:26])[CH3:25])[C:16](=[O:17])[C:10]=2[CH:9]=1)=[O:7])([CH3:4])([CH3:2])[CH3:3], predict the reactants needed to synthesize it. The reactants are: [C:1]([O:5][C:6]([C:8]1[S:12][C:11]2[CH2:13][CH2:14][CH2:15][C:16](=[O:17])[C:10]=2[CH:9]=1)=[O:7])([CH3:4])([CH3:3])[CH3:2].CC(O[CH:23](N(C)C)[N:24]([CH3:26])[CH3:25])(C)C. (3) Given the product [NH2:1][C:2]1[C:3]2[C:10]([C:11]3[CH:16]=[CH:15][C:14]([O:17][C:18]4[CH:23]=[CH:22][CH:21]=[CH:20][CH:19]=4)=[CH:13][CH:12]=3)=[CH:9][N:8]([C:24]3[CH:25]=[C:26]([CH:27]=[CH:28][CH:29]=3)[CH:30]=[O:31])[C:4]=2[N:5]=[CH:6][N:7]=1, predict the reactants needed to synthesize it. The reactants are: [NH2:1][C:2]1[C:3]2[C:10]([C:11]3[CH:16]=[CH:15][C:14]([O:17][C:18]4[CH:23]=[CH:22][CH:21]=[CH:20][CH:19]=4)=[CH:13][CH:12]=3)=[CH:9][N:8]([C:24]3[CH:25]=[C:26]([CH2:30][OH:31])[CH:27]=[CH:28][CH:29]=3)[C:4]=2[N:5]=[CH:6][N:7]=1.C(N(CC)CC)C.N1C=CC=CC=1.S(=O)(=O)=O.Cl. (4) Given the product [Br:1][C:2]1[CH:3]=[C:4]([O:19][C:20]2[CH:25]=[CH:24][CH:23]=[CH:22][CH:21]=2)[C:5]([NH:8][C:9]2[S:10][CH:11]=[C:12]([CH2:14][CH2:15][C:16]3[O:18][N:54]=[C:52]([CH3:53])[N:51]=3)[N:13]=2)=[N:6][CH:7]=1, predict the reactants needed to synthesize it. The reactants are: [Br:1][C:2]1[CH:3]=[C:4]([O:19][C:20]2[CH:25]=[CH:24][CH:23]=[CH:22][CH:21]=2)[C:5]([NH:8][C:9]2[S:10][CH:11]=[C:12]([CH2:14][CH2:15][C:16]([OH:18])=O)[N:13]=2)=[N:6][CH:7]=1.CCN(C(C)C)C(C)C.CN(C(F)=[N+](C)C)C.F[P-](F)(F)(F)(F)F.O[NH:51][C:52](=[NH:54])[CH3:53]. (5) Given the product [CH:11]1([CH2:18][N:19]2[C:23]3=[N:24][CH:25]=[CH:26][CH:27]=[C:22]3[C:21]([C:28](=[N:2][OH:3])[NH2:29])=[N:20]2)[CH2:12][CH2:13][CH2:14][CH2:15][CH2:16][CH2:17]1, predict the reactants needed to synthesize it. The reactants are: Cl.[NH2:2][OH:3].C(N(CC)CC)C.[CH:11]1([CH2:18][N:19]2[C:23]3=[N:24][CH:25]=[CH:26][CH:27]=[C:22]3[C:21]([C:28]#[N:29])=[N:20]2)[CH2:17][CH2:16][CH2:15][CH2:14][CH2:13][CH2:12]1.O. (6) Given the product [Cl:1][C:2]1[CH:7]=[CH:6][C:5]([CH:8]2[C:15]3[C:14]([CH3:16])=[N:13][N:12]([CH:30]4[CH2:33][O:32][CH2:31]4)[C:11]=3[C:10](=[O:17])[N:9]2[C:18]2[CH:19]=[C:20]([CH3:28])[C:21]3[N:22]([C:24]([CH3:27])=[N:25][N:26]=3)[CH:23]=2)=[CH:4][CH:3]=1.[Cl:1][C:2]1[CH:7]=[CH:6][C:5]([CH:8]2[C:15]3[C:11](=[N:12][N:13]([CH:30]4[CH2:33][O:32][CH2:31]4)[C:14]=3[CH3:16])[C:10](=[O:17])[N:9]2[C:18]2[CH:19]=[C:20]([CH3:28])[C:21]3[N:22]([C:24]([CH3:27])=[N:25][N:26]=3)[CH:23]=2)=[CH:4][CH:3]=1, predict the reactants needed to synthesize it. The reactants are: [Cl:1][C:2]1[CH:7]=[CH:6][C:5]([CH:8]2[C:15]3[C:14]([CH3:16])=[N:13][NH:12][C:11]=3[C:10](=[O:17])[N:9]2[C:18]2[CH:19]=[C:20]([CH3:28])[C:21]3[N:22]([C:24]([CH3:27])=[N:25][N:26]=3)[CH:23]=2)=[CH:4][CH:3]=1.I[CH:30]1[CH2:33][O:32][CH2:31]1.